From a dataset of Reaction yield outcomes from USPTO patents with 853,638 reactions. Predict the reaction yield, written as a fraction of the theoretical maximum amount of product (1.0 means a 100% yield; for example, 0.34 means a 34% yield). The reactants are Br[C:2]1[CH:7]=[CH:6][C:5]([CH3:8])=[CH:4][N:3]=1.ClCCl.[CH3:12][N:13](C)C=O. The catalyst is C(OCC)(=O)C.[C-]#N.[Zn+2].[C-]#N.[Zn].C1C=CC(P(C2C=CC=CC=2)[C-]2C=CC=C2)=CC=1.C1C=CC(P(C2C=CC=CC=2)[C-]2C=CC=C2)=CC=1.Cl[Pd]Cl.[Fe+2]. The product is [CH3:8][C:5]1[CH:6]=[CH:7][C:2]([C:12]#[N:13])=[N:3][CH:4]=1. The yield is 0.560.